From a dataset of Forward reaction prediction with 1.9M reactions from USPTO patents (1976-2016). Predict the product of the given reaction. (1) Given the reactants [N:1]12[CH2:8][C:5]([CH:9]=O)([CH2:6][CH2:7]1)[CH2:4][CH2:3][CH2:2]2.Cl.Cl.[NH2:13][C:14]1[C:22]([NH2:23])=[CH:21][CH:20]=[CH:19][C:15]=1[C:16](N)=[O:17].CCCC[OH:28].CCO, predict the reaction product. The product is: [N:1]12[CH2:8][C:5]([C:9]3[NH:23][C:22]4[CH:21]=[CH:20][CH:19]=[C:15]([C:16]([OH:28])=[O:17])[C:14]=4[N:13]=3)([CH2:6][CH2:7]1)[CH2:4][CH2:3][CH2:2]2. (2) Given the reactants [Br:1][C:2]1[C:3](F)=[C:4]2[C:10]([NH:11][C:12](=[O:17])[C:13]([CH3:16])([CH3:15])[CH3:14])=[CH:9][NH:8][C:5]2=[N:6][CH:7]=1.[NH:19]1[CH2:24][CH2:23][CH2:22][C@@H:21]([NH:25]C(=O)OC(C)(C)C)[CH2:20]1.C(O)(C(F)(F)F)=O.C(Cl)[Cl:41], predict the reaction product. The product is: [ClH:41].[NH2:25][C@@H:21]1[CH2:22][CH2:23][CH2:24][N:19]([C:3]2[C:2]([Br:1])=[CH:7][N:6]=[C:5]3[NH:8][CH:9]=[C:10]([NH:11][C:12](=[O:17])[C:13]([CH3:16])([CH3:15])[CH3:14])[C:4]=23)[CH2:20]1. (3) Given the reactants [F:1][C:2]([F:11])([F:10])[C:3]1[CH:8]=[CH:7][N:6]=[C:5]([NH2:9])[CH:4]=1.[I:12]I.S(S([O-])=O)([O-])(=O)=O.[Na+].[Na+].ClCCl, predict the reaction product. The product is: [I:12][C:8]1[C:3]([C:2]([F:1])([F:10])[F:11])=[CH:4][C:5]([NH2:9])=[N:6][CH:7]=1. (4) Given the reactants C(=O)([O-])[O-].[Cs+].[Cs+].[OH:7][CH2:8][CH2:9][C:10]1[CH:15]=[CH:14][C:13]([OH:16])=[CH:12][CH:11]=1.Br[CH2:18][CH:19]([O:23][CH2:24][CH3:25])[O:20][CH2:21][CH3:22].O, predict the reaction product. The product is: [CH3:13][CH2:12][CH2:11][CH:10]([CH3:15])[CH3:9].[CH2:21]([O:20][CH:19]([O:23][CH2:24][CH3:25])[CH2:18][O:16][C:13]1[CH:14]=[CH:15][C:10]([CH2:9][CH2:8][OH:7])=[CH:11][CH:12]=1)[CH3:22]. (5) Given the reactants I[C:2]1[CH:3]=[C:4]([NH:10][CH:11]2[CH2:16][CH2:15][N:14]([CH3:17])[CH2:13][CH2:12]2)[CH:5]=[CH:6][C:7]=1[O:8][CH3:9].[C:18]([Si:20]([CH3:23])([CH3:22])[CH3:21])#[CH:19], predict the reaction product. The product is: [CH3:9][O:8][C:7]1[CH:6]=[CH:5][C:4]([NH:10][CH:11]2[CH2:16][CH2:15][N:14]([CH3:17])[CH2:13][CH2:12]2)=[CH:3][C:2]=1[C:19]#[C:18][Si:20]([CH3:23])([CH3:22])[CH3:21]. (6) Given the reactants C([N:9]1[CH:14]=[CH:13][C:12](=[O:15])[CH2:11][CH:10]1[C:16]1[CH:17]=[C:18]([CH:21]=[CH:22][CH:23]=1)[C:19]#[N:20])(=O)C1C=CC=CC=1.C[O-].[Na+].P([O-])([O-])([O-])=O, predict the reaction product. The product is: [C:19]([C:18]1[CH:17]=[C:16]([CH:10]2[CH2:11][C:12](=[O:15])[CH:13]=[CH:14][NH:9]2)[CH:23]=[CH:22][CH:21]=1)#[N:20].